Dataset: Full USPTO retrosynthesis dataset with 1.9M reactions from patents (1976-2016). Task: Predict the reactants needed to synthesize the given product. (1) Given the product [Br:60][C:57]1[CH:58]=[CH:59][C:54]([NH:53][C:50]2[CH:49]=[C:48]([F:65])[C:47]([CH2:46][NH:45][C:13]([C:10]3([NH:9][C:7]([C:5]4[CH:4]=[N:3][CH:2]=[N:1][CH:6]=4)=[O:8])[CH2:11][CH2:12]3)=[O:15])=[N:52][CH:51]=2)=[C:55]([C:61]([F:63])([F:64])[F:62])[CH:56]=1, predict the reactants needed to synthesize it. The reactants are: [N:1]1[CH:6]=[C:5]([C:7]([NH:9][C:10]2([C:13]([OH:15])=O)[CH2:12][CH2:11]2)=[O:8])[CH:4]=[N:3][CH:2]=1.C(N(CC)CC)C.CN(C(ON1N=NC2C=CC=CC1=2)=[N+](C)C)C.[B-](F)(F)(F)F.[NH2:45][CH2:46][C:47]1[N:52]=[CH:51][C:50]([NH:53][C:54]2[CH:59]=[CH:58][C:57]([Br:60])=[CH:56][C:55]=2[C:61]([F:64])([F:63])[F:62])=[CH:49][C:48]=1[F:65]. (2) Given the product [CH2:35]([CH:30]1[CH:31]=[C:32]([CH3:34])[CH2:33][CH:2]([CH3:1])[CH2:3][CH:4]([O:56][CH3:57])[CH:5]2[O:10][C:9]([OH:52])([CH:8]([CH3:53])[CH2:7][CH:6]2[O:54][CH3:55])[C:11](=[O:12])[C:13](=[O:14])[N:15]2[CH:20]([CH2:19][CH2:18][CH2:17][CH2:16]2)[C:21](=[O:22])[O:23][CH:24]([C:40]([CH3:51])=[CH:41][CH:42]2[CH2:43][CH2:44][CH:45]([O:50][CH2:65][S:66][CH3:68])[CH:46]([O:48][CH3:49])[CH2:47]2)[CH:25]([CH3:39])[C:26]([OH:38])=[CH:27][C:28]1=[O:29])[CH:36]=[CH2:37], predict the reactants needed to synthesize it. The reactants are: [CH3:1][C@H:2]1[CH2:33][C:32]([CH3:34])=[CH:31][C@@H:30]([CH2:35][CH:36]=[CH2:37])[C:28](=[O:29])[CH2:27][C@H:26]([OH:38])[C@@H:25]([CH3:39])[C@@H:24](/[C:40](/[CH3:51])=[CH:41]/[C@H:42]2[CH2:47][C@@H:46]([O:48][CH3:49])[C@H:45]([OH:50])[CH2:44][CH2:43]2)[O:23][C:21](=[O:22])[C@H:20]2[N:15]([CH2:16][CH2:17][CH2:18][CH2:19]2)[C:13](=[O:14])[C:11](=[O:12])[C@:9]2([OH:52])[O:10][C@@H:5]([C@@H:6]([O:54][CH3:55])[CH2:7][C@H:8]2[CH3:53])[C@@H:4]([O:56][CH3:57])[CH2:3]1.C(OC(=O)C)(=O)C.[CH3:65][S:66]([CH3:68])=O. (3) Given the product [Cl:19][C:4]1[CH:3]=[C:2]([NH:36][C:33]2[CH:32]=[CH:31][C:30]([N:27]3[CH2:28][CH2:29][N:24]([CH:22]4[CH2:21][O:20][CH2:23]4)[CH2:25][CH2:26]3)=[CH:35][N:34]=2)[C:10]2[N:9]=[CH:8][N:7]([CH2:11][O:12][CH2:13][CH2:14][Si:15]([CH3:18])([CH3:17])[CH3:16])[C:6]=2[CH:5]=1, predict the reactants needed to synthesize it. The reactants are: Br[C:2]1[C:10]2[N:9]=[CH:8][N:7]([CH2:11][O:12][CH2:13][CH2:14][Si:15]([CH3:18])([CH3:17])[CH3:16])[C:6]=2[CH:5]=[C:4]([Cl:19])[CH:3]=1.[O:20]1[CH2:23][CH:22]([N:24]2[CH2:29][CH2:28][N:27]([C:30]3[CH:31]=[CH:32][C:33]([NH2:36])=[N:34][CH:35]=3)[CH2:26][CH2:25]2)[CH2:21]1.C(=O)([O-])[O-].[Cs+].[Cs+].CC1(C)C2C(=C(P(C3C=CC=CC=3)C3C=CC=CC=3)C=CC=2)OC2C(P(C3C=CC=CC=3)C3C=CC=CC=3)=CC=CC1=2. (4) Given the product [CH2:8]([C:7]1[CH:6]=[CH:5][S:4][C:3]=1[C:21]1[S:22][C:23]([C:3]2[S:4][CH:5]=[CH:6][C:7]=2[CH2:8][CH2:9][CH2:10][CH2:11][CH2:12][CH2:13][CH2:17][CH3:18])=[CH:24][CH:25]=1)[CH2:9][CH2:10][CH2:11][CH2:12][CH2:13][CH2:14][CH3:15], predict the reactants needed to synthesize it. The reactants are: [Mg].Br[C:3]1[S:4][CH:5]=[CH:6][C:7]=1[CH2:8][CH2:9][CH2:10][CH2:11][CH2:12][CH2:13][CH2:14][CH3:15].Br[CH:17](Br)[CH3:18].Br[C:21]1[S:22][C:23](Br)=[CH:24][CH:25]=1.Cl. (5) Given the product [NH:1]1[C:9]2[C:4](=[CH:5][CH:6]=[CH:7][CH:8]=2)[C:3]([CH2:10][C:11]([O:13][CH3:14])=[O:12])=[N:2]1, predict the reactants needed to synthesize it. The reactants are: [NH:1]1[C:9]2[C:4](=[CH:5][CH:6]=[CH:7][CH:8]=2)[C:3]([CH2:10][C:11]([OH:13])=[O:12])=[N:2]1.[CH3:14]O. (6) Given the product [I:14][C:15]1[CH:16]=[C:17]([CH:21]=[CH:22][C:23]=1[CH3:24])[C:18]([NH2:2])=[O:19], predict the reactants needed to synthesize it. The reactants are: O.[N:2]1(O)C2C=CC=CC=2N=N1.[OH-].[NH4+].[I:14][C:15]1[CH:16]=[C:17]([CH:21]=[CH:22][C:23]=1[CH3:24])[C:18](O)=[O:19]. (7) Given the product [CH3:30][N:15]1[C:16](=[O:18])[C:17]2=[C:10]([C:7]3[CH:6]=[CH:5][C:4]([N+:1]([O-:3])=[O:2])=[CH:9][CH:8]=3)[O:11][C:12](=[O:25])[C:13]2=[C:14]1[C:19]1[CH:24]=[CH:23][CH:22]=[CH:21][CH:20]=1, predict the reactants needed to synthesize it. The reactants are: [N+:1]([C:4]1[CH:9]=[CH:8][C:7]([C:10]2[O:11][C:12](=[O:25])[C:13]3[C:17]=2[C:16](=[O:18])[NH:15][C:14]=3[C:19]2[CH:24]=[CH:23][CH:22]=[CH:21][CH:20]=2)=[CH:6][CH:5]=1)([O-:3])=[O:2].S(C1C=CC(C)=CC=1)(O[CH3:30])(=O)=O.C(=O)([O-])[O-].[K+].[K+].CN(C)C=O. (8) Given the product [CH2:4]([CH:5]1[CH2:10][C:12](=[O:13])[O:9][C:7](=[O:8])[CH2:6]1)[CH:2]([CH3:3])[CH3:1].[CH:14]1([SH:38])[CH2:15][CH2:16][CH2:17][CH2:18][CH2:19]1.[CH3:12][O:13][C:14]1[CH:15]=[CH:16][C:17]2[N:23]=[CH:22][CH:21]=[C:20]([C@H:24]([OH:35])[C@@H:25]3[N:30]4[CH2:31][C@H:32]([CH:33]=[CH2:34])[CH:27]([CH2:28][CH2:29]4)[CH2:26]3)[C:18]=2[CH:19]=1.[NH2:36][C:37]([NH2:39])=[S:38].[CH:18]1([S:38][C:42]([CH2:10][C@@H:5]([CH2:4][CH:2]([CH3:3])[CH3:1])[CH2:6][C:7]([OH:9])=[O:8])=[O:41])[CH2:17][CH2:16][CH2:15][CH2:14][CH2:19]1, predict the reactants needed to synthesize it. The reactants are: [CH3:1][CH:2]([CH2:4][C@H:5]([CH2:10]N)[CH2:6][C:7]([OH:9])=[O:8])[CH3:3].[CH3:12][O:13][C:14]1[CH:15]=[CH:16][C:17]2[N:23]=[CH:22][CH:21]=[C:20]([C@H:24]([OH:35])[C@@H:25]3[N:30]4[CH2:31][C@H:32]([CH:33]=[CH2:34])[CH:27]([CH2:28][CH2:29]4)[CH2:26]3)[C:18]=2[CH:19]=1.[NH2:36][C:37]([NH2:39])=[S:38].C[O:41][C:42](C)(C)C.